Dataset: Retrosynthesis with 50K atom-mapped reactions and 10 reaction types from USPTO. Task: Predict the reactants needed to synthesize the given product. (1) Given the product CN1CCC(N[C@@H]2C[C@H]2c2ccc(NC(=O)c3cccc(C(F)(F)F)c3)cc2)CC1, predict the reactants needed to synthesize it. The reactants are: CN1CCC(=O)CC1.N[C@@H]1C[C@H]1c1ccc(NC(=O)c2cccc(C(F)(F)F)c2)cc1. (2) Given the product Cc1cccc(F)c1C(=O)N[C@H](c1ccccc1)C12CCC(CC1)N2C, predict the reactants needed to synthesize it. The reactants are: CN1C2CCC1(C(N)c1ccccc1)CC2.Cc1cccc(F)c1C(=O)O.